From a dataset of Catalyst prediction with 721,799 reactions and 888 catalyst types from USPTO. Predict which catalyst facilitates the given reaction. (1) Reactant: C([O-])([O-])=O.[Cs+].[Cs+].[CH3:7][S:8]([N:11]1[CH2:16][CH2:15][C:14]2[NH:17][N:18]=[C:19]([C:20]3[CH:25]=[CH:24][C:23]([C:26]([F:29])([F:28])[F:27])=[CH:22][CH:21]=3)[C:13]=2[CH2:12]1)(=[O:10])=[O:9].Br[CH2:31][CH2:32][CH2:33][OH:34].CO. Product: [CH3:7][S:8]([N:11]1[CH2:16][CH2:15][C:14]2[N:17]([CH2:31][CH2:32][CH2:33][OH:34])[N:18]=[C:19]([C:20]3[CH:21]=[CH:22][C:23]([C:26]([F:29])([F:27])[F:28])=[CH:24][CH:25]=3)[C:13]=2[CH2:12]1)(=[O:9])=[O:10]. The catalyst class is: 18. (2) Reactant: [CH3:1][O:2][C:3]([CH:5]1[CH2:13][C:12]2[C:7](=[CH:8][CH:9]=[CH:10][C:11]=2[S:14](Cl)(=[O:16])=[O:15])[CH2:6]1)=[O:4].[Br:18][C:19]1[CH:20]=[C:21]([N:26]2[CH2:31][C@H:30]([CH3:32])[NH:29][C@H:28]([CH3:33])[CH2:27]2)[CH:22]=[CH:23][C:24]=1[Cl:25].C(=O)([O-])[O-].[K+].[K+].C(#N)C. Product: [Br:18][C:19]1[CH:20]=[C:21]([N:26]2[CH2:27][C@@H:28]([CH3:33])[N:29]([S:14]([C:11]3[CH:10]=[CH:9][CH:8]=[C:7]4[C:12]=3[CH2:13][CH:5]([C:3]([O:2][CH3:1])=[O:4])[CH2:6]4)(=[O:16])=[O:15])[C@@H:30]([CH3:32])[CH2:31]2)[CH:22]=[CH:23][C:24]=1[Cl:25]. The catalyst class is: 6. (3) Reactant: Cl[C:2]1[C:3]2[C:19]([CH3:20])=[C:18]([C:21]([O:23][CH2:24][CH3:25])=[O:22])[S:17][C:4]=2[N:5]=[C:6]([CH2:8][C:9]2[CH:14]=[CH:13][C:12]([Cl:15])=[C:11]([Cl:16])[CH:10]=2)[N:7]=1.NC(N)=[S:28].C(O)C. Product: [Cl:16][C:11]1[CH:10]=[C:9]([CH:14]=[CH:13][C:12]=1[Cl:15])[CH2:8][C:6]1[NH:7][C:2](=[S:28])[C:3]2[C:19]([CH3:20])=[C:18]([C:21]([O:23][CH2:24][CH3:25])=[O:22])[S:17][C:4]=2[N:5]=1. The catalyst class is: 6. (4) Reactant: [O:1]=[C:2]1[NH:10][C:5]2=[N:6][CH:7]=[CH:8][CH:9]=[C:4]2[N:3]1[CH:11]1[CH2:16][CH2:15][N:14](C(OC(C)(C)C)=O)[CH2:13][CH2:12]1.[ClH:24]. Product: [ClH:24].[NH:14]1[CH2:13][CH2:12][CH:11]([N:3]2[C:4]3[C:5](=[N:6][CH:7]=[CH:8][CH:9]=3)[NH:10][C:2]2=[O:1])[CH2:16][CH2:15]1. The catalyst class is: 28. (5) Reactant: [C:1]([O:5][C:6]([N:8]1[CH2:13][CH2:12][CH:11]([C:14]([OH:16])=O)[CH2:10][CH2:9]1)=[O:7])([CH3:4])([CH3:3])[CH3:2].C(N1C=CN=C1)(N1C=CN=C1)=O.O/[N:30]=[C:31](\[NH2:39])/[CH2:32][C:33]1[CH:34]=[N:35][CH:36]=[CH:37][CH:38]=1. Product: [N:35]1[CH:36]=[CH:37][CH:38]=[C:33]([CH2:32][C:31]2[N:39]=[C:14]([CH:11]3[CH2:10][CH2:9][N:8]([C:6]([O:5][C:1]([CH3:2])([CH3:3])[CH3:4])=[O:7])[CH2:13][CH2:12]3)[O:16][N:30]=2)[CH:34]=1. The catalyst class is: 3. (6) Product: [NH2:1][C:2]1[NH:7][C:6](=[O:9])[N:5]([CH2:12][CH2:13][CH2:14][CH2:15][C@H:16]([O:18][CH3:19])[CH3:17])[C:4](=[O:10])[CH:3]=1. Reactant: [NH2:1][C:2]1[N:7](C)[C:6](=[O:9])[NH:5][C:4](=[O:10])[CH:3]=1.Cl[CH2:12][CH2:13][CH2:14][CH2:15][C@H:16]([O:18][CH3:19])[CH3:17].CS(C)=O.[H-].[Na+]. The catalyst class is: 6.